Task: Predict the reaction yield, written as a fraction of the theoretical maximum amount of product (1.0 means a 100% yield; for example, 0.34 means a 34% yield).. Dataset: Reaction yield outcomes from USPTO patents with 853,638 reactions (1) The reactants are [CH3:1][O:2][C:3](=[O:16])[C:4]1[CH:12]=[C:11]([N+:13]([O-:15])=[O:14])[CH:10]=[C:6]([C:7]([OH:9])=[O:8])[CH:5]=1.[C:17](O)([CH3:20])([CH3:19])[CH3:18].CCN=C=NCCCN(C)C.Cl. The catalyst is CN(C1C=CN=CC=1)C.C(Cl)Cl. The product is [CH3:1][O:2][C:3](=[O:16])[C:4]1[CH:5]=[C:6]([CH:10]=[C:11]([N+:13]([O-:15])=[O:14])[CH:12]=1)[C:7]([O:9][C:17]([CH3:20])([CH3:19])[CH3:18])=[O:8]. The yield is 0.850. (2) The reactants are Cl[C:2]1[N:7]=[C:6]([N:8]([CH3:10])[CH3:9])[C:5]([CH3:11])=[CH:4][N:3]=1.C(OC(=O)[NH:21][CH2:22][C@H:23]1[CH2:28][CH2:27][C@@H:26]([NH2:29])[CH2:25][CH2:24]1)C1C=CC=CC=1.C([O-])(O)=O.[Na+]. The product is [NH2:21][CH2:22][C@@H:23]1[CH2:28][CH2:27][C@H:26]([NH:29][C:2]2[N:7]=[C:6]([N:8]([CH3:10])[CH3:9])[C:5]([CH3:11])=[CH:4][N:3]=2)[CH2:25][CH2:24]1. The catalyst is C(O)CCC.CO.[Pd]. The yield is 0.220. (3) The reactants are [CH3:1][C:2]1[C:3]([C:8]([O:10][CH3:11])=[O:9])=[CH:4][S:5][C:6]=1[CH3:7].[Br:12]N1C(=O)CCC1=O. The catalyst is CN(C=O)C. The product is [Br:12][C:4]1[S:5][C:6]([CH3:7])=[C:2]([CH3:1])[C:3]=1[C:8]([O:10][CH3:11])=[O:9]. The yield is 0.940. (4) The reactants are [CH2:1]1[C:13]2[C:12]3[CH:11]=[CH:10][CH:9]=[C:8]([S:14][C:15]4[CH:20]=[CH:19][C:18]([CH3:21])=[CH:17][CH:16]=4)[C:7]=3[NH:6][C:5]=2[CH2:4][CH2:3][NH:2]1.[CH2:22]=O.[BH4-].[Na+]. The catalyst is CO. The product is [CH3:22][N:2]1[CH2:3][CH2:4][C:5]2[NH:6][C:7]3[C:8]([S:14][C:15]4[CH:20]=[CH:19][C:18]([CH3:21])=[CH:17][CH:16]=4)=[CH:9][CH:10]=[CH:11][C:12]=3[C:13]=2[CH2:1]1. The yield is 0.760.